Predict the reactants needed to synthesize the given product. From a dataset of Full USPTO retrosynthesis dataset with 1.9M reactions from patents (1976-2016). (1) Given the product [C:23]([CH2:22][N:5]([S:2]([CH3:1])(=[O:3])=[O:4])[C:6]1[CH:7]=[CH:8][C:9]([N+:12]([O-:14])=[O:13])=[CH:10][CH:11]=1)#[N:24], predict the reactants needed to synthesize it. The reactants are: [CH3:1][S:2]([NH:5][C:6]1[CH:11]=[CH:10][C:9]([N+:12]([O-:14])=[O:13])=[CH:8][CH:7]=1)(=[O:4])=[O:3].CC(C)([O-])C.[K+].Br[CH2:22][C:23]#[N:24]. (2) Given the product [F:1][C:2]1[CH:7]=[CH:6][C:5]([C:8]([C:9]2[N:14]([C:15]3[CH:20]=[CH:19][C:18]([F:21])=[CH:17][CH:16]=3)[C:12](=[S:13])[NH:11][CH:10]=2)([CH3:24])[CH3:23])=[CH:4][C:3]=1[O:25][CH3:26], predict the reactants needed to synthesize it. The reactants are: [F:1][C:2]1[CH:7]=[CH:6][C:5]([C:8]([CH3:24])([CH3:23])[C:9](=O)[CH2:10][NH:11][C:12]([NH:14][C:15]2[CH:20]=[CH:19][C:18]([F:21])=[CH:17][CH:16]=2)=[S:13])=[CH:4][C:3]=1[O:25][CH3:26]. (3) Given the product [CH2:1]([O:5][Si:15]([C:11]([CH3:14])([CH3:13])[CH3:12])([C:22]1[CH:23]=[CH:24][CH:25]=[CH:26][CH:27]=1)[C:16]1[CH:21]=[CH:20][CH:19]=[CH:18][CH:17]=1)[CH2:2][CH:3]=[CH2:4], predict the reactants needed to synthesize it. The reactants are: [CH2:1]([OH:5])[CH2:2][CH:3]=[CH2:4].N1C=CN=C1.[C:11]([Si:15](Cl)([C:22]1[CH:27]=[CH:26][CH:25]=[CH:24][CH:23]=1)[C:16]1[CH:21]=[CH:20][CH:19]=[CH:18][CH:17]=1)([CH3:14])([CH3:13])[CH3:12].O. (4) Given the product [CH:23]([C:3]1[C:2]([C:31]2[CH:32]=[CH:33][C:28]([C:27]([F:38])([F:37])[F:26])=[CH:29][CH:30]=2)=[CH:9][C:6]([C:7]#[N:8])=[C:5]([N:10]2[CH2:15][CH2:14][N:13]([C:16](=[O:21])[CH2:17][CH2:18][O:19][CH3:20])[C@H:12]([CH3:22])[CH2:11]2)[N:4]=1)([CH3:25])[CH3:24], predict the reactants needed to synthesize it. The reactants are: Br[C:2]1[C:3]([CH:23]([CH3:25])[CH3:24])=[N:4][C:5]([N:10]2[CH2:15][CH2:14][N:13]([C:16](=[O:21])[CH2:17][CH2:18][O:19][CH3:20])[C@H:12]([CH3:22])[CH2:11]2)=[C:6]([CH:9]=1)[C:7]#[N:8].[F:26][C:27]([F:38])([F:37])[C:28]1[CH:33]=[CH:32][C:31](B(O)O)=[CH:30][CH:29]=1.C([O-])([O-])=O.[K+].[K+]. (5) Given the product [F:18][C:15]1[CH:14]=[CH:13][C:12]([C:4]([CH2:9][CH2:10][CH3:11])([CH2:1][CH2:2][CH3:3])[C:5]([O:7][CH3:8])=[O:6])=[CH:17][CH:16]=1, predict the reactants needed to synthesize it. The reactants are: [CH2:1]([C:4]([C:12]1[CH:17]=[CH:16][C:15]([F:18])=[CH:14][CH:13]=1)([CH2:9][CH:10]=[CH2:11])[C:5]([O:7][CH3:8])=[O:6])[CH:2]=[CH2:3].C(C(C1C=CC=CC=1)(CC=C)C(OC)=O)C=C. (6) Given the product [Br:13][C:10]1[C:8]2[S:9][C:5]([C:3]([OH:4])=[O:2])=[C:6]([O:14][CH2:15][C:16]([OH:18])=[O:17])[C:7]=2[S:12][CH:11]=1, predict the reactants needed to synthesize it. The reactants are: C[O:2][C:3]([C:5]1[S:9][C:8]2[C:10]([Br:13])=[CH:11][S:12][C:7]=2[C:6]=1[O:14][CH2:15][C:16]([O:18]CC)=[O:17])=[O:4].[Li+].[OH-].